From a dataset of Experimentally validated miRNA-target interactions with 360,000+ pairs, plus equal number of negative samples. Binary Classification. Given a miRNA mature sequence and a target amino acid sequence, predict their likelihood of interaction. (1) The miRNA is hsa-miR-362-3p with sequence AACACACCUAUUCAAGGAUUCA. The protein sequence of the target gene is MNLEKLSKPELLTLFSILEGELEARDLVIEALKAQHRDTFIEERYGKYNISDPLMALQRDFETLKEKNDGEKQPVCTNPLSILKVVMKQCKNMQERMLSQLAAAESRHRKVILDLEEERQRHAQDTAEGDDVTYMLEKERERLTQQLEFEKSQVKKFEKEQKKLSSQLEEERSRHKQLSSMLVLECKKATNKAAEEGQKAGELSLKLEKEKSRVSKLEEELAAERKRGLQTEAQVEKQLSEFDIEREQLRAKLNREENRTKTLKEEMESLKKIVKDLEASHQHSSPNEQLKKPVTVSKGT.... Result: 1 (interaction). (2) The miRNA is hsa-miR-4329 with sequence CCUGAGACCCUAGUUCCAC. The protein sequence of the target gene is MAGSHAGTLRVLQAVDTELTADSVEWCPVEGYQHLLACGTYQLRAPRDQPALDGSEPQVRLGRLYLFSFSEHNTAKPLLEVQRRDSSAVLDMKWCHIPVSGHVLLGLANASGSIGLLRLMECENNSYTLQPISSLALDENCLSLSMDWSTGKSVRAREQPLKIISSDSKGQLHLLMVNEGTAELQLVASWPAHHFEAWIAAFNYWQTELVYSGGDDCLLRGWDTRMLGTPVFTSKRHCMGVCSIQSSPHQEHILATGSYDEHVLLWDTRNIRQPLADVPVQGGVWRLKWHPVHHHLLLAA.... Result: 0 (no interaction). (3) The miRNA is hsa-miR-6788-5p with sequence CUGGGAGAAGAGUGGUGAAGA. The protein sequence of the target gene is MFSLKPPKPTFRSYLLPPPQTDDKINSEPKIKKLEPVLLPGEIVVNEVNFVRKCIATDTSQYDLWGKLICSNFKISFITDDPMPLQKFHYRNLLLGEHDVPLTCIEQIVTVNDHKRKQKVLGPNQKLKFNPTELIIYCKDFRIVRFRFDESGPESAKKVCLAIAHYSQPTDLQLLFAFEYVGKKYHNSANKINGIPSGDGGGGGGGGNGAGGGSSQKTPLFETYSDWDREIKRTGASGWRVCSINEGYMISTCLPEYIVVPSSLADQDLKIFSHSFVGRRMPLWCWSHSNGSALVRMALI.... Result: 1 (interaction). (4) The miRNA is mmu-miR-3088-3p with sequence UUCAUGAGCAGCUGCAAAGGUGU. The protein sequence of the target gene is MMPSESGAERRDRAAAQVGTAAATAVATAAPAGGGPDPEALSAFPGRHLSGLSWPQVKRLDALLSEPIPIHGRGNFPTLSVQPRQIVQVVRSTLEEQGLHVHSVRLHGSAASHVLHPESGLGYKDLDLVFRVDLRSEASFQLTKAVVLACLLDFLPAGVSRAKITPLTLKEAYVQKLVKVCTDSDRWSLISLSNKSGKNVELKFVDSVRRQFEFSIDSFQIILDSLLLFGQCSSTPMSEAFHPTVTGESLYGDFTEALEHLRHRVIATRSPEEIRGGGLLKYCHLLVRGFRPRPSTDVRA.... Result: 0 (no interaction).